Dataset: Full USPTO retrosynthesis dataset with 1.9M reactions from patents (1976-2016). Task: Predict the reactants needed to synthesize the given product. (1) The reactants are: [C:1]([O:5][C:6](=[O:15])[NH:7][CH2:8][C@H]1CCC[C@H]1O)([CH3:4])([CH3:3])[CH3:2].[C:16]([O:19][C:20](=[O:22])[CH3:21])(=O)[CH3:17].N1C=C[CH:26]=[CH:25][CH:24]=1. Given the product [C:20]([O:19][C@@H:16]1[CH2:26][CH2:25][CH2:24][C@H:17]1[N:7]([C:6]([O:5][C:1]([CH3:4])([CH3:2])[CH3:3])=[O:15])[CH3:8])(=[O:22])[CH3:21], predict the reactants needed to synthesize it. (2) Given the product [CH3:14][C:15]1[CH:22]=[CH:21][C:18]([CH2:9][CH:3]([CH3:2])[C:4]([OH:6])=[O:5])=[CH:17][CH:16]=1.[C:4](=[O:6])=[O:5], predict the reactants needed to synthesize it. The reactants are: [Na].[CH3:2][CH:3]([C:9](OCC)=O)[C:4]([O:6]CC)=[O:5].[CH3:14][C:15]1[CH:22]=[CH:21][C:18](CBr)=[CH:17][CH:16]=1.[OH-].[K+]. (3) Given the product [C:42]([O:41][C:40]([N:39]([CH3:47])[C@@H:37]([CH3:38])[C:36]([NH:35][C@H:9]([C:10](=[O:34])[N:11]1[C@H:20]([C:21](=[O:33])[NH:22][C@H:23]2[C:32]3[C:27](=[CH:28][CH:29]=[CH:30][CH:31]=3)[CH2:26][CH2:25][CH2:24]2)[CH2:19][C:18]2[C:13](=[CH:14][CH:15]=[CH:16][CH:17]=2)[CH2:12]1)[CH2:8][C:5]1[CH:4]=[CH:3][C:2]([NH:1][CH2:49][C:51]2[CH:59]=[CH:58][C:54]([C:55]([OH:57])=[O:56])=[CH:53][CH:52]=2)=[CH:7][CH:6]=1)=[O:48])=[O:46])([CH3:43])([CH3:44])[CH3:45], predict the reactants needed to synthesize it. The reactants are: [NH2:1][C:2]1[CH:7]=[CH:6][C:5]([CH2:8][C@H:9]([NH:35][C:36](=[O:48])[C@@H:37]([N:39]([CH3:47])[C:40](=[O:46])[O:41][C:42]([CH3:45])([CH3:44])[CH3:43])[CH3:38])[C:10](=[O:34])[N:11]2[C@H:20]([C:21](=[O:33])[NH:22][C@H:23]3[C:32]4[C:27](=[CH:28][CH:29]=[CH:30][CH:31]=4)[CH2:26][CH2:25][CH2:24]3)[CH2:19][C:18]3[C:13](=[CH:14][CH:15]=[CH:16][CH:17]=3)[CH2:12]2)=[CH:4][CH:3]=1.[CH:49]([C:51]1[CH:59]=[CH:58][C:54]([C:55]([OH:57])=[O:56])=[CH:53][CH:52]=1)=O.CC(O)=O.[BH-](OC(C)=O)(OC(C)=O)OC(C)=O.[Na+]. (4) Given the product [F:1][C:2]1[N:7]=[CH:6][C:5]([C:8]([C:10]2[CH:15]=[CH:14][C:13]([S:16][CH3:17])=[CH:12][CH:11]=2)([OH:9])[CH3:18])=[CH:4][CH:3]=1, predict the reactants needed to synthesize it. The reactants are: [F:1][C:2]1[N:7]=[CH:6][C:5]([C:8]([C:10]2[CH:15]=[CH:14][C:13]([S:16][CH3:17])=[CH:12][CH:11]=2)=[O:9])=[CH:4][CH:3]=1.[CH3:18][Mg]Br.[Cl-].[NH4+]. (5) Given the product [NH2:1][C:2]1[N:3]=[C:4]([S:28][CH3:29])[C:5]2[NH:25][C:10](=[O:12])[CH2:9][N:8]([CH2:14][C:15]3[C:20]([CH3:21])=[C:19]([O:22][CH3:23])[C:18]([CH3:24])=[CH:17][N:16]=3)[C:6]=2[N:7]=1, predict the reactants needed to synthesize it. The reactants are: [NH2:1][C:2]1[N:7]=[C:6]([N:8]([CH2:14][C:15]2[C:20]([CH3:21])=[C:19]([O:22][CH3:23])[C:18]([CH3:24])=[CH:17][N:16]=2)[CH2:9][C:10]([O:12]C)=O)[C:5]([N+:25]([O-])=O)=[C:4]([S:28][CH3:29])[N:3]=1.CO. (6) Given the product [Cl:12][C:13]1[CH:26]=[CH:25][C:24]([C:27]([F:28])([F:30])[F:29])=[CH:23][C:14]=1[O:15][C:16]1[CH:17]=[CH:18][C:19]([NH:22][C:4](=[O:5])[C:3]2[C:2]([F:1])=[CH:10][CH:9]=[CH:8][C:7]=2[F:11])=[N:20][CH:21]=1, predict the reactants needed to synthesize it. The reactants are: [F:1][C:2]1[CH:10]=[CH:9][CH:8]=[C:7]([F:11])[C:3]=1[C:4](Cl)=[O:5].[Cl:12][C:13]1[CH:26]=[CH:25][C:24]([C:27]([F:30])([F:29])[F:28])=[CH:23][C:14]=1[O:15][C:16]1[CH:17]=[CH:18][C:19]([NH2:22])=[N:20][CH:21]=1.CCN(C(C)C)C(C)C. (7) Given the product [CH3:1][C:2]1[N:6]([C:7]2[CH:12]=[C:11]([C:13]([F:16])([F:15])[F:14])[CH:10]=[C:9]([CH3:17])[N:8]=2)[N:5]=[CH:4][C:3]=1[C:18]1[CH:19]=[CH:18][C:3]2[C:2](=[CH:32][CH:33]=[C:34]([CH2:30][CH2:24][N:23]3[CH2:28][CH2:27][CH2:26][C@H:22]3[CH3:21])[CH:4]=2)[N:35]=1, predict the reactants needed to synthesize it. The reactants are: [CH3:1][C:2]1[N:6]([C:7]2[CH:12]=[C:11]([C:13]([F:16])([F:15])[F:14])[CH:10]=[C:9]([CH3:17])[N:8]=2)[N:5]=[CH:4][C:3]=1[C:18](=O)[CH3:19].[CH3:21][C:22]1[N:23]=[C:24]([C:30]2S[CH:32]=[CH:33][CH:34]=2)S[C:26]=1[C:27](=O)[CH3:28].[NH3:35]. (8) The reactants are: [O:1]1[CH2:6][CH2:5][N:4]([C:7]2[N:12]=[C:11]([C:13]3[C:14]([C:20]([F:23])([F:22])[F:21])=[CH:15][C:16]([NH2:19])=[N:17][CH:18]=3)[CH:10]=[C:9]([N:24]3[CH2:29][CH2:28][O:27][CH2:26][CH2:25]3)[N:8]=2)[CH2:3][CH2:2]1.[H-].[Na+].I[CH2:33][CH2:34][CH3:35].O. Given the product [O:1]1[CH2:6][CH2:5][N:4]([C:7]2[N:12]=[C:11]([C:13]3[C:14]([C:20]([F:22])([F:21])[F:23])=[CH:15][C:16]([NH:19][CH2:33][CH2:34][CH3:35])=[N:17][CH:18]=3)[CH:10]=[C:9]([N:24]3[CH2:29][CH2:28][O:27][CH2:26][CH2:25]3)[N:8]=2)[CH2:3][CH2:2]1, predict the reactants needed to synthesize it. (9) The reactants are: [CH3:1][O:2][C:3]1[CH:8]=[CH:7][CH:6]=[C:5]([NH2:9])[CH:4]=1.[CH:10]([C:12]1[N:13]=[CH:14][NH:15][CH:16]=1)=O.[BH4-].[Na+]. Given the product [N:15]1[CH:16]=[C:12]([CH2:10][NH:9][C:5]2[CH:6]=[CH:7][CH:8]=[C:3]([O:2][CH3:1])[CH:4]=2)[NH:13][CH:14]=1, predict the reactants needed to synthesize it. (10) Given the product [CH:1]1([CH2:4][C:5]([C:7]2[CH:8]=[C:9]([CH:14]=[CH:15][C:16]=2[CH3:17])[C:10]([O:12][CH3:13])=[O:11])=[O:6])[CH2:3][CH2:2]1, predict the reactants needed to synthesize it. The reactants are: [CH:1]1([CH2:4][CH:5]([C:7]2[CH:8]=[C:9]([CH:14]=[CH:15][C:16]=2[CH3:17])[C:10]([O:12][CH3:13])=[O:11])[OH:6])[CH2:3][CH2:2]1.CC(OI1(OC(C)=O)(OC(C)=O)OC(=O)C2C=CC=CC1=2)=O.